From a dataset of Forward reaction prediction with 1.9M reactions from USPTO patents (1976-2016). Predict the product of the given reaction. (1) Given the reactants [CH2:1]([N:5]([CH3:29])[C:6]([C:8]1[C:9](=[O:28])[N:10](CC2C=CC(OC)=CC=2)[C:11]([O:17][CH3:18])=[C:12]([O:15][CH3:16])[C:13]=1[OH:14])=[O:7])[CH2:2][CH2:3][CH3:4], predict the reaction product. The product is: [CH2:1]([N:5]([CH3:29])[C:6]([C:8]1[C:9](=[O:28])[NH:10][C:11]([O:17][CH3:18])=[C:12]([O:15][CH3:16])[C:13]=1[OH:14])=[O:7])[CH2:2][CH2:3][CH3:4]. (2) Given the reactants [H-].[Na+].[C:3]([N:22]1[CH:27]=[CH:26][C:25](=[O:28])[NH:24][C:23]1=[O:29])([C:16]1[CH:21]=[CH:20][CH:19]=[CH:18][CH:17]=1)([C:10]1[CH:15]=[CH:14][CH:13]=[CH:12][CH:11]=1)[C:4]1[CH:9]=[CH:8][CH:7]=[CH:6][CH:5]=1.[CH:30]([C:33]1[CH:38]=[C:37]([CH:39]([CH3:41])[CH3:40])[CH:36]=[C:35]([CH:42]([CH3:44])[CH3:43])[C:34]=1[S:45](Cl)(=[O:47])=[O:46])([CH3:32])[CH3:31].[Cl-].[NH4+], predict the reaction product. The product is: [CH:30]([C:33]1[CH:38]=[C:37]([CH:39]([CH3:40])[CH3:41])[CH:36]=[C:35]([CH:42]([CH3:44])[CH3:43])[C:34]=1[S:45]([O:28][C:25]1[CH:26]=[CH:27][N:22]([C:3]([C:16]2[CH:21]=[CH:20][CH:19]=[CH:18][CH:17]=2)([C:4]2[CH:9]=[CH:8][CH:7]=[CH:6][CH:5]=2)[C:10]2[CH:11]=[CH:12][CH:13]=[CH:14][CH:15]=2)[C:23](=[O:29])[N:24]=1)(=[O:47])=[O:46])([CH3:31])[CH3:32]. (3) Given the reactants [C:1](OCC)(=O)[C:2]1[CH:7]=[CH:6][N:5]=[CH:4][CH:3]=1.[F:12][C:13]1[CH:18]=[CH:17][C:16]([CH2:19][C:20]#[N:21])=[CH:15][CH:14]=1.Cl, predict the reaction product. The product is: [C:20]([CH:19]([C:16]1[CH:17]=[CH:18][C:13]([F:12])=[CH:14][CH:15]=1)[CH2:1][C:2]1[CH:3]=[CH:4][N:5]=[CH:6][CH:7]=1)#[N:21]. (4) The product is: [Br:8][C:5]1[CH:6]=[CH:7][C:2]([NH:1][C:22](=[O:23])[C:21]2[CH:25]=[CH:26][C:18]([C:17]([F:16])([F:27])[F:28])=[CH:19][CH:20]=2)=[C:3]([OH:9])[CH:4]=1. Given the reactants [NH2:1][C:2]1[CH:7]=[CH:6][C:5]([Br:8])=[CH:4][C:3]=1[OH:9].N1C=CC=CC=1.[F:16][C:17]([F:28])([F:27])[C:18]1[CH:26]=[CH:25][C:21]([C:22](Cl)=[O:23])=[CH:20][CH:19]=1, predict the reaction product. (5) The product is: [C:10]([O:9][C:8]([NH:7][CH2:6][CH2:5][N:4]([CH3:15])[CH2:3][CH2:2][NH:1][C:24]([C:20]1[N:19]=[CH:18][C:17]([CH3:16])=[N+:22]([O-:23])[CH:21]=1)=[O:25])=[O:14])([CH3:11])([CH3:12])[CH3:13]. Given the reactants [NH2:1][CH2:2][CH2:3][N:4]([CH3:15])[CH2:5][CH2:6][NH:7][C:8](=[O:14])[O:9][C:10]([CH3:13])([CH3:12])[CH3:11].[CH3:16][C:17]1[CH:18]=[N:19][C:20]([C:24](O)=[O:25])=[CH:21][N+:22]=1[O-:23].CCN=C=NCCCN(C)C, predict the reaction product. (6) Given the reactants [F:1][C:2]([F:23])([C:8]1[CH:13]=[CH:12][CH:11]=[C:10]([O:14][CH2:15][CH2:16][N:17]2[CH2:22][CH2:21][O:20][CH2:19][CH2:18]2)[CH:9]=1)[C:3]([O:5]CC)=[O:4].O.[OH-].[Li+], predict the reaction product. The product is: [F:23][C:2]([F:1])([C:8]1[CH:13]=[CH:12][CH:11]=[C:10]([O:14][CH2:15][CH2:16][N:17]2[CH2:22][CH2:21][O:20][CH2:19][CH2:18]2)[CH:9]=1)[C:3]([OH:5])=[O:4]. (7) The product is: [CH2:3]([O:5][C:6]1[CH:11]=[C:10](/[CH:12]=[C:13](\[CH2:19][CH3:20])/[C:14]([OH:16])=[O:15])[CH:9]=[CH:8][C:7]=1[C:21]1[CH:26]=[CH:25][CH:24]=[C:23]([N:27]([CH3:38])[C:28]([NH:30][CH2:31][CH2:32][CH2:33][CH2:34][CH2:35][CH2:36][CH3:37])=[O:29])[CH:22]=1)[CH3:4]. Given the reactants [OH-].[Na+].[CH2:3]([O:5][C:6]1[CH:11]=[C:10](/[CH:12]=[C:13](\[CH2:19][CH3:20])/[C:14]([O:16]CC)=[O:15])[CH:9]=[CH:8][C:7]=1[C:21]1[CH:26]=[CH:25][CH:24]=[C:23]([N:27]([CH3:38])[C:28]([NH:30][CH2:31][CH2:32][CH2:33][CH2:34][CH2:35][CH2:36][CH3:37])=[O:29])[CH:22]=1)[CH3:4], predict the reaction product.